Dataset: Reaction yield outcomes from USPTO patents with 853,638 reactions. Task: Predict the reaction yield, written as a fraction of the theoretical maximum amount of product (1.0 means a 100% yield; for example, 0.34 means a 34% yield). (1) The reactants are [C:1]([C:5]1[CH:23]=[CH:22][C:8]([CH2:9][CH:10]2[CH2:15][CH:14]([CH2:16][OH:17])[CH2:13][CH2:12][N:11]2[C:18]([O:20][CH3:21])=[O:19])=[CH:7][CH:6]=1)([CH3:4])([CH3:3])[CH3:2].I([O-])(=O)(=O)=[O:25].[Na+].C(#N)C. The catalyst is C(Cl)(Cl)(Cl)Cl.O.C(Cl)Cl.[Ru](Cl)(Cl)Cl. The product is [C:1]([C:5]1[CH:23]=[CH:22][C:8]([CH2:9][CH:10]2[CH2:15][CH:14]([C:16]([OH:25])=[O:17])[CH2:13][CH2:12][N:11]2[C:18]([O:20][CH3:21])=[O:19])=[CH:7][CH:6]=1)([CH3:4])([CH3:2])[CH3:3]. The yield is 0.980. (2) The reactants are [C:1]12([NH:11][CH2:12][C:13]3[CH:18]=[CH:17][C:16](/[CH:19]=[CH:20]/[C:21]([O:23]C)=[O:22])=[CH:15][CH:14]=3)[CH2:10][CH:5]3[CH2:6][CH:7]([CH2:9][CH:3]([CH2:4]3)[CH2:2]1)[CH2:8]2.[OH-].[Na+].Cl. The catalyst is CO.O. The product is [C:1]12([NH:11][CH2:12][C:13]3[CH:18]=[CH:17][C:16](/[CH:19]=[CH:20]/[C:21]([OH:23])=[O:22])=[CH:15][CH:14]=3)[CH2:2][CH:3]3[CH2:9][CH:7]([CH2:6][CH:5]([CH2:4]3)[CH2:10]1)[CH2:8]2. The yield is 0.830. (3) The reactants are [Cl:1][C:2]1[C:10]([F:11])=[CH:9][C:5]([C:6](O)=[O:7])=[C:4]([F:12])[CH:3]=1.B.C1COCC1.Cl. The catalyst is O1CCCC1. The product is [Cl:1][C:2]1[C:10]([F:11])=[CH:9][C:5]([CH2:6][OH:7])=[C:4]([F:12])[CH:3]=1. The yield is 0.980. (4) The reactants are Cl[C:2]1[C:7]([S:8]([N:11]2[CH2:15][CH2:14][C@H:13]([NH:16]C(=O)OC(C)(C)C)[CH2:12]2)(=[O:10])=[O:9])=[CH:6][CH:5]=[C:4]([Cl:24])[N:3]=1.FC(F)(F)C(O)=O.C(=O)([O-])[O-].[Na+].[Na+]. The catalyst is ClCCl. The product is [Cl:24][C:4]1[CH:5]=[CH:6][C:7]2[S:8](=[O:10])(=[O:9])[N:11]3[CH2:12][C@H:13]([CH2:14][CH2:15]3)[NH:16][C:2]=2[N:3]=1. The yield is 0.500.